Dataset: Catalyst prediction with 721,799 reactions and 888 catalyst types from USPTO. Task: Predict which catalyst facilitates the given reaction. (1) Reactant: [CH3:1][O:2][C:3]1[N:10]=[CH:9][CH:8]=[CH:7][C:4]=1[CH:5]=O.[NH2:11][N:12]1[CH:17]=[CH:16][C:15]([CH3:18])=[C:14]([CH2:19][C:20]([O:22][CH3:23])=[O:21])[C:13]1=[O:24].C([BH3-])#N.[Na+]. Product: [CH3:23][O:22][C:20](=[O:21])[CH2:19][C:14]1[C:13](=[O:24])[N:12]([NH:11][CH2:5][C:4]2[C:3]([O:2][CH3:1])=[N:10][CH:9]=[CH:8][CH:7]=2)[CH:17]=[CH:16][C:15]=1[CH3:18]. The catalyst class is: 130. (2) Reactant: CO[C:3]1[CH:8]=[CH:7][C:6]([O:9]C)=[CH:5][C:4]=1[CH2:11][C:12]([C:14]1[CH:19]=[CH:18][C:17]([O:20]C)=[CH:16][CH:15]=1)=[O:13].Cl.N1C=CC=CC=1. Product: [OH:20][C:17]1[CH:18]=[CH:19][C:14]([C:12]2[O:13][C:3]3[CH:8]=[CH:7][C:6]([OH:9])=[CH:5][C:4]=3[CH:11]=2)=[CH:15][CH:16]=1. The catalyst class is: 6. (3) Reactant: CN(C(ON1N=NC2C=CC=NC1=2)=[N+](C)C)C.F[P-](F)(F)(F)(F)F.[NH2:25][C:26]1[CH:34]=[CH:33][CH:32]=[C:31]([O:35][CH2:36][CH2:37][NH:38][CH3:39])[C:27]=1[C:28](O)=[O:29].CCN(C(C)C)C(C)C. Product: [NH2:25][C:26]1[C:27]2[C:28](=[O:29])[N:38]([CH3:39])[CH2:37][CH2:36][O:35][C:31]=2[CH:32]=[CH:33][CH:34]=1. The catalyst class is: 3. (4) Reactant: Cl[C:2]([O:4][CH3:5])=[O:3].C(OC([NH:13][CH:14]1[CH2:18][CH2:17][NH:16][CH2:15]1)=O)(C)(C)C.C(N(CC)CC)C. Product: [CH3:5][O:4][C:2]([N:16]1[CH2:17][CH2:18][CH:14]([NH2:13])[CH2:15]1)=[O:3]. The catalyst class is: 2. (5) The catalyst class is: 58. Reactant: [CH2:1]([OH:9])[CH2:2][C:3]1[CH:8]=[CH:7][CH:6]=[CH:5][CH:4]=1.[H-].[Na+].Cl[CH2:13][C:14]([OH:16])=[O:15].Cl. Product: [CH2:1]([O:9][CH2:13][C:14]([OH:16])=[O:15])[CH2:2][C:3]1[CH:8]=[CH:7][CH:6]=[CH:5][CH:4]=1. (6) Reactant: [CH2:1]([C:5]1[N:6]=[C:7]([CH3:27])[NH:8][C:9](=[O:26])[C:10]=1[CH2:11][C:12]1[CH:17]=[CH:16][C:15]([C:18]2[C:19]([C:24]#[N:25])=[CH:20][CH:21]=[CH:22][CH:23]=2)=[CH:14][CH:13]=1)[CH2:2][CH2:3][CH3:4].[N:28]1[CH:33]=[CH:32][CH:31]=[C:30](B(O)O)[CH:29]=1.C(N(CC)CC)C.N1C=CC=CC=1. Product: [CH2:1]([C:5]1[N:6]=[C:7]([CH3:27])[N:8]([C:30]2[CH:29]=[N:28][CH:33]=[CH:32][CH:31]=2)[C:9](=[O:26])[C:10]=1[CH2:11][C:12]1[CH:17]=[CH:16][C:15]([C:18]2[C:19]([C:24]#[N:25])=[CH:20][CH:21]=[CH:22][CH:23]=2)=[CH:14][CH:13]=1)[CH2:2][CH2:3][CH3:4]. The catalyst class is: 297. (7) Reactant: Cl.[C:2]([C@@:4]1([CH:27]2[CH2:29][CH2:28]2)[CH2:8][CH2:7][N:6]([C:9]2[CH:14]=[CH:13][N:12]=[C:11]([NH:15][C:16]3[CH:21]=[C:20]([CH2:22][C:23]([OH:25])=O)[CH:19]=[CH:18][N:17]=3)[CH:10]=2)[C:5]1=[O:26])#[N:3].C([N:32]=C=NCCCN(C)C)C.[NH4+].ON1C2C=CC=CC=2N=N1.C(=O)(O)[O-].[Na+]. Product: [C:2]([C@@:4]1([CH:27]2[CH2:29][CH2:28]2)[CH2:8][CH2:7][N:6]([C:9]2[CH:14]=[CH:13][N:12]=[C:11]([NH:15][C:16]3[CH:21]=[C:20]([CH2:22][C:23]([NH2:32])=[O:25])[CH:19]=[CH:18][N:17]=3)[CH:10]=2)[C:5]1=[O:26])#[N:3]. The catalyst class is: 289.